This data is from Forward reaction prediction with 1.9M reactions from USPTO patents (1976-2016). The task is: Predict the product of the given reaction. (1) Given the reactants [CH2:1]([N:8]([CH2:19][CH2:20][C:21]1[CH:26]=[CH:25][C:24]([S:27]([C:30]2[CH:39]=[CH:38][C:33]([O:34][CH2:35][C:36]#[N:37])=[CH:32][CH:31]=2)(=[O:29])=[O:28])=[CH:23][CH:22]=1)[CH2:9][C@@H:10]([C:12]1[CH:17]=[CH:16][CH:15]=[C:14]([Cl:18])[CH:13]=1)[OH:11])[C:2]1[CH:7]=[CH:6][CH:5]=[CH:4][CH:3]=1.[Cl-].[NH4+].[N-:42]=[N+:43]=[N-:44].[Na+].O, predict the reaction product. The product is: [CH2:1]([N:8]([CH2:9][C@@H:10]([C:12]1[CH:17]=[CH:16][CH:15]=[C:14]([Cl:18])[CH:13]=1)[OH:11])[CH2:19][CH2:20][C:21]1[CH:26]=[CH:25][C:24]([S:27]([C:30]2[CH:31]=[CH:32][C:33]([O:34][CH2:35][C:36]3[NH:44][N:43]=[N:42][N:37]=3)=[CH:38][CH:39]=2)(=[O:29])=[O:28])=[CH:23][CH:22]=1)[C:2]1[CH:3]=[CH:4][CH:5]=[CH:6][CH:7]=1. (2) Given the reactants [OH:1][C@@H:2]([C:6]([O:19][CH3:20])([C:13]1[CH:18]=[CH:17][CH:16]=[CH:15][CH:14]=1)[C:7]1[CH:12]=[CH:11][CH:10]=[CH:9][CH:8]=1)[C:3]([OH:5])=[O:4].C(C1C=CC=CC=1)(=O)C1C=CC=CC=1.COC(=O)CCl, predict the reaction product. The product is: [OH:1][CH:2]([C:6]([O:19][CH3:20])([C:7]1[CH:12]=[CH:11][CH:10]=[CH:9][CH:8]=1)[C:13]1[CH:18]=[CH:17][CH:16]=[CH:15][CH:14]=1)[C:3]([OH:5])=[O:4]. (3) Given the reactants [F-].C([N+](CCCC)(CCCC)CCCC)CCC.[C:19]([O:23][C:24]([N:26]1[C@H:30]([CH:31]=[O:32])[CH2:29][O:28][C:27]1([CH3:34])[CH3:33])=[O:25])([CH3:22])([CH3:21])[CH3:20].[F:35][C:36]1[CH:41]=[C:40]([CH2:42][CH2:43][N+:44]([O-:46])=[O:45])[CH:39]=[C:38]([F:47])[CH:37]=1, predict the reaction product. The product is: [C:19]([O:23][C:24]([N:26]1[C@@H:30]([C@@H:31]([OH:32])[C@@H:43]([N+:44]([O-:46])=[O:45])[CH2:42][C:40]2[CH:41]=[C:36]([F:35])[CH:37]=[C:38]([F:47])[CH:39]=2)[CH2:29][O:28][C:27]1([CH3:34])[CH3:33])=[O:25])([CH3:22])([CH3:21])[CH3:20]. (4) Given the reactants [OH:1][C:2]1[CH:3]=[C:4]([C:10]2[O:11][CH:12]=[C:13]([CH2:15][NH:16][C:17](=[O:25])[C:18]3[C:23]([CH3:24])=[CH:22][CH:21]=[CH:20][N:19]=3)[N:14]=2)[CH:5]=[CH:6][C:7]=1[O:8][CH3:9].Br[CH:27]([CH2:30][CH3:31])[CH2:28][CH3:29], predict the reaction product. The product is: [CH2:28]([CH:27]([O:1][C:2]1[CH:3]=[C:4]([C:10]2[O:11][CH:12]=[C:13]([CH2:15][NH:16][C:17](=[O:25])[C:18]3[C:23]([CH3:24])=[CH:22][CH:21]=[CH:20][N:19]=3)[N:14]=2)[CH:5]=[CH:6][C:7]=1[O:8][CH3:9])[CH2:30][CH3:31])[CH3:29]. (5) Given the reactants [O:1]1[CH:5]=[N:4][N:3]=[C:2]1[C:6]1[N:7]=[C:8]2[CH:17]=[CH:16][C:15]3[C:14]([C:18]([F:21])([F:20])[F:19])=[CH:13][C:12](O)=[N:11][C:10]=3[N:9]2[CH:23]=1.O=P(Cl)(Cl)[Cl:26], predict the reaction product. The product is: [Cl:26][C:12]1[CH:13]=[C:14]([C:18]([F:21])([F:20])[F:19])[C:15]2[CH:16]=[CH:17][C:8]3[N:9]([CH:23]=[C:6]([C:2]4[O:1][CH:5]=[N:4][N:3]=4)[N:7]=3)[C:10]=2[N:11]=1. (6) Given the reactants [C:1]1(=[O:7])[O:6][C:4](=[O:5])[CH:3]=[CH:2]1.[CH3:8][CH:9](O)[CH3:10].C([N:14](CC)CC)C.ClC(OCC)=O.O.N, predict the reaction product. The product is: [CH:9]([O:6][C:4](=[O:5])/[CH:3]=[CH:2]\[C:1]([NH2:14])=[O:7])([CH3:10])[CH3:8]. (7) Given the reactants [C:1]([C:5]1[C:9]([CH2:10][CH2:11][C:12]([O:14][CH3:15])=[O:13])=[CH:8][NH:7][N:6]=1)([CH3:4])([CH3:3])[CH3:2].[H-].[Na+].Br[C:19]1[CH:24]=[CH:23][C:22]([Br:25])=[CH:21][N:20]=1.Cl.[CH3:27]N(C)C=O, predict the reaction product. The product is: [Br:25][C:22]1[CH:23]=[CH:24][C:19]([N:7]2[CH:8]=[C:9]([CH2:10][CH2:11][C:12]([O:14][CH2:15][CH3:27])=[O:13])[C:5]([C:1]([CH3:4])([CH3:2])[CH3:3])=[N:6]2)=[N:20][CH:21]=1. (8) The product is: [Cl:18][C:15]1[CH:16]=[CH:17][C:12]([CH:8]([C:5]2[CH:6]=[CH:7][C:2]([C:27]3[CH:28]=[N:29][NH:30][CH:31]=3)=[CH:3][CH:4]=2)[CH2:9][NH:10][CH3:11])=[CH:13][CH:14]=1. Given the reactants Br[C:2]1[CH:7]=[CH:6][C:5]([CH:8]([C:12]2[CH:17]=[CH:16][C:15]([Cl:18])=[CH:14][CH:13]=2)[CH2:9][NH:10][CH3:11])=[CH:4][CH:3]=1.CC1(C)C(C)(C)OB([C:27]2[CH:28]=[N:29][NH:30][CH:31]=2)O1.[O-]P([O-])([O-])=O.[K+].[K+].[K+], predict the reaction product. (9) Given the reactants [N+:1]([C:4]1[CH:5]=[CH:6][C:7]2[O:11][C:10]([C:12]([OH:14])=O)=[CH:9][C:8]=2[CH:15]=1)([O-:3])=[O:2].Cl.Cl.[NH2:18][C@@H:19]1[CH:24]2[CH2:25][CH2:26][N:21]([CH2:22][CH2:23]2)[CH2:20]1.CN(C(ON1N=NC2C=CC=NC1=2)=[N+](C)C)C.F[P-](F)(F)(F)(F)F.C(N(CC)C(C)C)(C)C, predict the reaction product. The product is: [N:21]12[CH2:26][CH2:25][CH:24]([CH2:23][CH2:22]1)[C@@H:19]([NH:18][C:12]([C:10]1[O:11][C:7]3[CH:6]=[CH:5][C:4]([N+:1]([O-:3])=[O:2])=[CH:15][C:8]=3[CH:9]=1)=[O:14])[CH2:20]2.